This data is from TCR-epitope binding with 47,182 pairs between 192 epitopes and 23,139 TCRs. The task is: Binary Classification. Given a T-cell receptor sequence (or CDR3 region) and an epitope sequence, predict whether binding occurs between them. (1) The epitope is IPSINVHHY. The TCR CDR3 sequence is CATSTGETPNEKLFF. Result: 1 (the TCR binds to the epitope). (2) The epitope is GILGFVFTL. The TCR CDR3 sequence is CASSHSEGAENIQYF. Result: 0 (the TCR does not bind to the epitope).